From a dataset of Forward reaction prediction with 1.9M reactions from USPTO patents (1976-2016). Predict the product of the given reaction. (1) Given the reactants N1[C:6]([C:7](OCC)=O)=[N:5][C:4]([C:12]([O:14][CH2:15][CH3:16])=[O:13])=[N:3][C:2]=1[C:17]([O:19][CH2:20][CH3:21])=[O:18].[Cl-].[NH2:23]C(=[NH2+])C, predict the reaction product. The product is: [CH2:15]([O:14][C:12]([C:4]1[N:3]=[C:2]([C:17]([O:19][CH2:20][CH3:21])=[O:18])[C:7]([NH2:23])=[CH:6][N:5]=1)=[O:13])[CH3:16]. (2) Given the reactants [Cl:1][CH:2]([CH2:6][C:7]1[CH:12]=[CH:11][CH:10]=[CH:9][C:8]=1[O:13][CH3:14])[C:3]([OH:5])=[O:4].CCOC(C)=O.CO.[Na+].[Cl-], predict the reaction product. The product is: [Cl:1][C@H:2]([CH2:6][C:7]1[CH:12]=[CH:11][CH:10]=[CH:9][C:8]=1[O:13][CH3:14])[C:3]([OH:5])=[O:4].